Dataset: Acute oral toxicity (LD50) regression data from Zhu et al.. Task: Regression/Classification. Given a drug SMILES string, predict its toxicity properties. Task type varies by dataset: regression for continuous values (e.g., LD50, hERG inhibition percentage) or binary classification for toxic/non-toxic outcomes (e.g., AMES mutagenicity, cardiotoxicity, hepatotoxicity). Dataset: ld50_zhu. (1) The molecule is CCCCCCCCNC(C)C(O)c1ccc(SC(C)C)cc1. The rat oral LD50 is 2.29, given as -log10 of the dose in mol/kg body weight (higher means more acutely toxic). (2) The drug is CCCN(CC1CC1)c1c([N+](=O)[O-])cc(C(F)(F)F)cc1[N+](=O)[O-]. The rat oral LD50 is 2.28, given as -log10 of the dose in mol/kg body weight (higher means more acutely toxic). (3) The compound is CCCCCCCCCCCCCCCCCCOP(=O)([O-])OCC[N+]1(C)CCCCC1. The rat oral LD50 is 2.88, given as -log10 of the dose in mol/kg body weight (higher means more acutely toxic). (4) The molecule is Cc1ccoc1C. The rat oral LD50 is 2.51, given as -log10 of the dose in mol/kg body weight (higher means more acutely toxic). (5) The drug is CC(C)OP(=S)(CCl)Sc1ccc(Cl)cc1. The rat oral LD50 is 4.08, given as -log10 of the dose in mol/kg body weight (higher means more acutely toxic).